Dataset: NCI-60 drug combinations with 297,098 pairs across 59 cell lines. Task: Regression. Given two drug SMILES strings and cell line genomic features, predict the synergy score measuring deviation from expected non-interaction effect. (1) Drug 1: C1=NC2=C(N=C(N=C2N1C3C(C(C(O3)CO)O)O)F)N. Drug 2: CC1C(C(CC(O1)OC2CC(OC(C2O)C)OC3=CC4=CC5=C(C(=O)C(C(C5)C(C(=O)C(C(C)O)O)OC)OC6CC(C(C(O6)C)O)OC7CC(C(C(O7)C)O)OC8CC(C(C(O8)C)O)(C)O)C(=C4C(=C3C)O)O)O)O. Cell line: M14. Synergy scores: CSS=22.5, Synergy_ZIP=-1.11, Synergy_Bliss=-0.224, Synergy_Loewe=-22.1, Synergy_HSA=-2.90. (2) Drug 1: CC1C(C(CC(O1)OC2CC(CC3=C2C(=C4C(=C3O)C(=O)C5=C(C4=O)C(=CC=C5)OC)O)(C(=O)CO)O)N)O.Cl. Drug 2: COCCOC1=C(C=C2C(=C1)C(=NC=N2)NC3=CC=CC(=C3)C#C)OCCOC.Cl. Cell line: UACC62. Synergy scores: CSS=5.39, Synergy_ZIP=-2.42, Synergy_Bliss=1.33, Synergy_Loewe=0.289, Synergy_HSA=1.92. (3) Drug 1: CC1=C(C=C(C=C1)NC2=NC=CC(=N2)N(C)C3=CC4=NN(C(=C4C=C3)C)C)S(=O)(=O)N.Cl. Drug 2: CS(=O)(=O)CCNCC1=CC=C(O1)C2=CC3=C(C=C2)N=CN=C3NC4=CC(=C(C=C4)OCC5=CC(=CC=C5)F)Cl. Cell line: ACHN. Synergy scores: CSS=36.0, Synergy_ZIP=5.11, Synergy_Bliss=9.66, Synergy_Loewe=9.68, Synergy_HSA=11.1. (4) Drug 1: CC(C1=C(C=CC(=C1Cl)F)Cl)OC2=C(N=CC(=C2)C3=CN(N=C3)C4CCNCC4)N. Drug 2: CC12CCC3C(C1CCC2O)C(CC4=C3C=CC(=C4)O)CCCCCCCCCS(=O)CCCC(C(F)(F)F)(F)F. Cell line: HOP-92. Synergy scores: CSS=14.3, Synergy_ZIP=-4.27, Synergy_Bliss=2.13, Synergy_Loewe=3.62, Synergy_HSA=3.65. (5) Drug 1: CC(CN1CC(=O)NC(=O)C1)N2CC(=O)NC(=O)C2. Drug 2: CN(CC1=CN=C2C(=N1)C(=NC(=N2)N)N)C3=CC=C(C=C3)C(=O)NC(CCC(=O)O)C(=O)O. Cell line: UACC62. Synergy scores: CSS=13.1, Synergy_ZIP=-7.66, Synergy_Bliss=-7.82, Synergy_Loewe=-3.10, Synergy_HSA=-2.69. (6) Drug 1: CCCS(=O)(=O)NC1=C(C(=C(C=C1)F)C(=O)C2=CNC3=C2C=C(C=N3)C4=CC=C(C=C4)Cl)F. Drug 2: CN(C)N=NC1=C(NC=N1)C(=O)N. Cell line: NCI-H522. Synergy scores: CSS=12.0, Synergy_ZIP=-1.67, Synergy_Bliss=5.51, Synergy_Loewe=4.03, Synergy_HSA=4.83.